Dataset: Forward reaction prediction with 1.9M reactions from USPTO patents (1976-2016). Task: Predict the product of the given reaction. (1) Given the reactants [CH2:1]([NH:8][CH2:9][CH2:10][OH:11])[C:2]1[CH:7]=[CH:6][CH:5]=[CH:4][CH:3]=1.Cl[S:13]([OH:16])(=[O:15])=[O:14], predict the reaction product. The product is: [S:13]([O:11][CH2:10][CH2:9][NH:8][CH2:1][C:2]1[CH:7]=[CH:6][CH:5]=[CH:4][CH:3]=1)([OH:16])(=[O:15])=[O:14]. (2) Given the reactants [CH:1]1([CH2:6][C@H:7]([CH2:26][C:27](=[O:37])[NH:28][O:29][CH2:30][C:31]2[CH:36]=[CH:35][CH:34]=[CH:33][CH:32]=2)[C:8]([N:10]2[C@H:14]([C:15]([NH:17][C:18]3[CH:23]=[CH:22][CH:21]=[C:20]([CH2:24][CH3:25])[N:19]=3)=[O:16])[CH2:13][CH:12]=[N:11]2)=[O:9])[CH2:5][CH2:4][CH2:3][CH2:2]1.ClC1C=C(C(OO)=[O:46])C=CC=1, predict the reaction product. The product is: [CH:1]1([CH2:6][C@H:7]([CH2:26][C:27](=[O:37])[NH:28][O:29][CH2:30][C:31]2[CH:32]=[CH:33][CH:34]=[CH:35][CH:36]=2)[C:8]([N:10]2[C@H:14]([C:15]([NH:17][C:18]3[CH:23]=[CH:22][CH:21]=[C:20]([CH2:24][CH3:25])[N+:19]=3[O-:46])=[O:16])[CH2:13][CH:12]=[N:11]2)=[O:9])[CH2:5][CH2:4][CH2:3][CH2:2]1. (3) Given the reactants [C:1]([O-:7])(=O)[CH2:2][C:3]([CH3:5])=[O:4].[Li+].C(N(CC)CC)C.[CH2:16]([NH:19][CH2:20][CH:21]1[CH2:23][CH2:22]1)[CH2:17][CH3:18].O=C1N(P(Cl)(N2CCOC2=O)=O)CCO1.Cl, predict the reaction product. The product is: [CH:21]1([CH2:20][N:19]([CH2:16][CH2:17][CH3:18])[C:1](=[O:7])[CH2:2][C:3](=[O:4])[CH3:5])[CH2:23][CH2:22]1. (4) Given the reactants [Cl:1][C:2]1[N:7]=[C:6](Cl)[C:5]([C:9]([C:11]2[CH:16]=[CH:15][N:14]=[C:13]([S:17][CH3:18])[N:12]=2)=O)=[CH:4][N:3]=1.O.[NH2:20][NH2:21].CCN(C(C)C)C(C)C, predict the reaction product. The product is: [Cl:1][C:2]1[N:7]=[C:6]2[NH:20][N:21]=[C:9]([C:11]3[CH:16]=[CH:15][N:14]=[C:13]([S:17][CH3:18])[N:12]=3)[C:5]2=[CH:4][N:3]=1. (5) Given the reactants [Cl:1][C:2]1[CH:9]=[C:8]([F:10])[CH:7]=[CH:6][C:3]=1[CH:4]=[O:5].[CH:11]1([Mg]Br)[CH2:13][CH2:12]1.C1(C(C2C=CC(Cl)=CC=2)O)CC1, predict the reaction product. The product is: [CH:11]1([CH:4]([C:3]2[CH:6]=[CH:7][C:8]([F:10])=[CH:9][C:2]=2[Cl:1])[OH:5])[CH2:13][CH2:12]1.